Dataset: Reaction yield outcomes from USPTO patents with 853,638 reactions. Task: Predict the reaction yield, written as a fraction of the theoretical maximum amount of product (1.0 means a 100% yield; for example, 0.34 means a 34% yield). (1) The reactants are Cl.[NH2:2][CH:3]1[CH:10]2[CH2:11][CH:6]3[CH2:7][CH:8]([CH2:12][CH:4]1[CH2:5]3)[CH2:9]2.[C:13]([O-])(O)=[O:14].[Na+].ClC(Cl)(OC(=O)OC(Cl)(Cl)Cl)Cl. The catalyst is C(Cl)Cl. The product is [CH:10]12[CH2:11][CH:6]3[CH2:7][CH:8]([CH2:12][CH:4]([CH2:5]3)[CH:3]1[N:2]=[C:13]=[O:14])[CH2:9]2. The yield is 0.750. (2) The reactants are [I:1][CH2:2][CH2:3][N:4]([CH2:20][CH2:21][OH:22])[C:5]1[C:6]([N+:17]([O-:19])=[O:18])=[CH:7][C:8]([N+:14]([O-:16])=[O:15])=[C:9]([CH:13]=1)[C:10]([NH2:12])=[O:11].[CH3:23][S:24](Cl)(=[O:26])=[O:25]. The catalyst is C1COCC1.O. The product is [CH3:23][S:24]([O:22][CH2:21][CH2:20][N:4]([CH2:3][CH2:2][I:1])[C:5]1[CH:13]=[C:9]([C:10]([NH2:12])=[O:11])[C:8]([N+:14]([O-:16])=[O:15])=[CH:7][C:6]=1[N+:17]([O-:19])=[O:18])(=[O:26])=[O:25]. The yield is 0.970. (3) The yield is 0.590. The reactants are I[C:2]1[CH:7]=[CH:6][C:5]([OH:8])=[C:4]([CH3:9])[CH:3]=1.[O:10]([CH2:20][CH2:21][CH:22]1[CH2:27][CH:26]2[CH2:28][CH:23]1[CH:24]=[CH:25]2)[CH2:11][CH2:12][CH:13]1[CH2:18][CH:17]2[CH2:19][CH:14]1[CH:15]=[CH:16]2.C(N([CH2:34][CH3:35])CC)C.[CH:36]([OH:38])=O. The catalyst is CN(C)C=O.C1C=CC([P]([Pd]([P](C2C=CC=CC=2)(C2C=CC=CC=2)C2C=CC=CC=2)([P](C2C=CC=CC=2)(C2C=CC=CC=2)C2C=CC=CC=2)[P](C2C=CC=CC=2)(C2C=CC=CC=2)C2C=CC=CC=2)(C2C=CC=CC=2)C2C=CC=CC=2)=CC=1. The product is [O:10]([CH2:20][CH2:21][CH:22]1[CH2:27][CH:26]2[CH2:28][CH:23]1[CH2:24][CH:25]2[C:2]1[CH:3]=[CH:4][C:36]([OH:38])=[C:34]([CH3:35])[CH:7]=1)[CH2:11][CH2:12][CH:13]1[CH2:18][CH:17]2[CH2:19][CH:14]1[CH2:15][CH:16]2[C:2]1[CH:7]=[CH:6][C:5]([OH:8])=[C:4]([CH3:9])[CH:3]=1. (4) The reactants are S(OCC)(O[CH2:5][CH3:6])(=O)=O.[OH:10][C:11](=[CH:15][C:16]1[CH:21]=[CH:20][CH:19]=[C:18]([N+:22]([O-:24])=[O:23])[CH:17]=1)[C:12]([OH:14])=O.[C:25](=O)([O-])[O-].[Cs+].[Cs+].CN([CH:34]=[O:35])C. No catalyst specified. The product is [CH2:5]([O:10][C:11](=[CH:15][C:16]1[CH:21]=[CH:20][CH:19]=[C:18]([N+:22]([O-:24])=[O:23])[CH:17]=1)[C:12]([O:35][CH2:34][CH3:25])=[O:14])[CH3:6]. The yield is 0.720. (5) The reactants are [N:1]1[CH:6]=[CH:5][CH:4]=[CH:3][C:2]=1[O:7][CH2:8][C:9]1[CH:14]=[CH:13][C:12]([CH2:15][OH:16])=[CH:11][CH:10]=1. The catalyst is [O-2].[O-2].[Mn+4].C(Cl)Cl. The product is [N:1]1[CH:6]=[CH:5][CH:4]=[CH:3][C:2]=1[O:7][CH2:8][C:9]1[CH:14]=[CH:13][C:12]([CH:15]=[O:16])=[CH:11][CH:10]=1. The yield is 0.420.